This data is from NCI-60 drug combinations with 297,098 pairs across 59 cell lines. The task is: Regression. Given two drug SMILES strings and cell line genomic features, predict the synergy score measuring deviation from expected non-interaction effect. (1) Drug 1: CC1=C(C(CCC1)(C)C)C=CC(=CC=CC(=CC(=O)O)C)C. Drug 2: CC1C(C(CC(O1)OC2CC(OC(C2O)C)OC3=CC4=CC5=C(C(=O)C(C(C5)C(C(=O)C(C(C)O)O)OC)OC6CC(C(C(O6)C)O)OC7CC(C(C(O7)C)O)OC8CC(C(C(O8)C)O)(C)O)C(=C4C(=C3C)O)O)O)O. Cell line: TK-10. Synergy scores: CSS=27.9, Synergy_ZIP=0.315, Synergy_Bliss=0.418, Synergy_Loewe=-20.8, Synergy_HSA=1.76. (2) Drug 1: CC12CCC3C(C1CCC2O)C(CC4=C3C=CC(=C4)O)CCCCCCCCCS(=O)CCCC(C(F)(F)F)(F)F. Drug 2: CC(C)NC(=O)C1=CC=C(C=C1)CNNC.Cl. Cell line: UACC-257. Synergy scores: CSS=-3.11, Synergy_ZIP=0.117, Synergy_Bliss=-3.08, Synergy_Loewe=-4.46, Synergy_HSA=-4.16. (3) Drug 1: CN(C(=O)NC(C=O)C(C(C(CO)O)O)O)N=O. Drug 2: CC(C)NC(=O)C1=CC=C(C=C1)CNNC.Cl. Cell line: SW-620. Synergy scores: CSS=2.34, Synergy_ZIP=-3.31, Synergy_Bliss=-7.05, Synergy_Loewe=-1.62, Synergy_HSA=-4.56. (4) Drug 2: B(C(CC(C)C)NC(=O)C(CC1=CC=CC=C1)NC(=O)C2=NC=CN=C2)(O)O. Synergy scores: CSS=20.3, Synergy_ZIP=-0.424, Synergy_Bliss=-2.71, Synergy_Loewe=-15.2, Synergy_HSA=-1.16. Drug 1: CC1C(C(CC(O1)OC2CC(OC(C2O)C)OC3=CC4=CC5=C(C(=O)C(C(C5)C(C(=O)C(C(C)O)O)OC)OC6CC(C(C(O6)C)O)OC7CC(C(C(O7)C)O)OC8CC(C(C(O8)C)O)(C)O)C(=C4C(=C3C)O)O)O)O. Cell line: RXF 393. (5) Drug 1: CS(=O)(=O)C1=CC(=C(C=C1)C(=O)NC2=CC(=C(C=C2)Cl)C3=CC=CC=N3)Cl. Drug 2: C1=NC2=C(N=C(N=C2N1C3C(C(C(O3)CO)O)F)Cl)N. Cell line: SK-MEL-5. Synergy scores: CSS=23.4, Synergy_ZIP=-1.86, Synergy_Bliss=-4.78, Synergy_Loewe=-43.7, Synergy_HSA=-7.18. (6) Drug 1: C1CCC(CC1)NC(=O)N(CCCl)N=O. Drug 2: CN1C(=O)N2C=NC(=C2N=N1)C(=O)N. Cell line: HCT-15. Synergy scores: CSS=29.7, Synergy_ZIP=1.48, Synergy_Bliss=6.32, Synergy_Loewe=-2.83, Synergy_HSA=4.45.